From a dataset of Full USPTO retrosynthesis dataset with 1.9M reactions from patents (1976-2016). Predict the reactants needed to synthesize the given product. (1) Given the product [C:1]1([CH3:14])[CH:6]=[CH:5][CH:4]=[CH:3][C:2]=1[CH:7]1[CH2:12][CH2:11][CH2:10][CH2:9][C:8]1=[O:13], predict the reactants needed to synthesize it. The reactants are: [C:1]1([CH3:14])[CH:6]=[CH:5][CH:4]=[CH:3][C:2]=1[CH:7]1[CH2:12][CH2:11][CH2:10][CH2:9][CH:8]1[OH:13].CC(OI1(OC(C)=O)(OC(C)=O)OC(=O)C2C=CC=CC1=2)=O.C(OCC)C. (2) Given the product [C:15]([O:19][C:20](=[O:44])[NH:21][C@@H:22]([C:38]([C:2]1[S:1][C:5]2[CH:6]=[CH:7][CH:8]=[CH:9][C:4]=2[N:3]=1)=[O:43])[CH2:23][CH2:24][CH2:25][CH2:26][NH:27][C:28]([O:30][CH2:31][C:32]1[CH:33]=[CH:34][CH:35]=[CH:36][CH:37]=1)=[O:29])([CH3:18])([CH3:16])[CH3:17], predict the reactants needed to synthesize it. The reactants are: [S:1]1[C:5]2[CH:6]=[CH:7][CH:8]=[CH:9][C:4]=2[N:3]=[CH:2]1.[Li]CCCC.[C:15]([O:19][C:20](=[O:44])[NH:21][C@@H:22]([C:38](=[O:43])N(OC)C)[CH2:23][CH2:24][CH2:25][CH2:26][NH:27][C:28]([O:30][CH2:31][C:32]1[CH:37]=[CH:36][CH:35]=[CH:34][CH:33]=1)=[O:29])([CH3:18])([CH3:17])[CH3:16]. (3) Given the product [C:49]([C:44]1([C:41]2[CH:40]=[CH:39][C:38]([NH:37][C:31](=[O:33])[C:30]3[CH:29]=[CH:28][C:27]([N:26]([CH3:25])[CH3:36])=[CH:35][CH:34]=3)=[CH:43][CH:42]=2)[CH2:48][CH2:47][CH2:46][CH2:45]1)#[N:50], predict the reactants needed to synthesize it. The reactants are: F[P-](F)(F)(F)(F)F.Br[P+](N1CCCC1)(N1CCCC1)N1CCCC1.[CH3:25][N:26]([CH3:36])[C:27]1[CH:35]=[CH:34][C:30]([C:31]([OH:33])=O)=[CH:29][CH:28]=1.[NH2:37][C:38]1[CH:43]=[CH:42][C:41]([C:44]2([C:49]#[N:50])[CH2:48][CH2:47][CH2:46][CH2:45]2)=[CH:40][CH:39]=1.C(N(C(C)C)C(C)C)C. (4) Given the product [CH:6]([C:8]1[CH:26]=[CH:25][C:11]([O:12][CH2:13][C:14]([NH:17][C:18](=[O:24])[O:19][C:20]([CH3:23])([CH3:22])[CH3:21])([CH3:16])[CH3:15])=[CH:10][CH:9]=1)=[O:35], predict the reactants needed to synthesize it. The reactants are: O.[PH2]([O-])=O.[Na+].[C:6]([C:8]1[CH:26]=[CH:25][C:11]([O:12][CH2:13][C:14]([NH:17][C:18](=[O:24])[O:19][C:20]([CH3:23])([CH3:22])[CH3:21])([CH3:16])[CH3:15])=[CH:10][CH:9]=1)#N.N1C=CC=CC=1.C(O)(=[O:35])C. (5) Given the product [CH2:1]([O:3][C:4](=[O:25])[CH2:5][C:6]1[CH:11]=[CH:10][CH:9]=[C:8]([S:12][C:13]2[C:21]3[C:16](=[C:17]([F:23])[C:18]([Cl:22])=[CH:19][CH:20]=3)[N:15]([C:27]3[CH:28]=[N:29][N:30]([CH2:32][CH2:33][CH3:34])[CH:31]=3)[C:14]=2[CH3:24])[CH:7]=1)[CH3:2], predict the reactants needed to synthesize it. The reactants are: [CH2:1]([O:3][C:4](=[O:25])[CH2:5][C:6]1[CH:11]=[CH:10][CH:9]=[C:8]([S:12][C:13]2[C:21]3[C:16](=[C:17]([F:23])[C:18]([Cl:22])=[CH:19][CH:20]=3)[NH:15][C:14]=2[CH3:24])[CH:7]=1)[CH3:2].Br[C:27]1[CH:28]=[N:29][N:30]([CH2:32][CH2:33][CH3:34])[CH:31]=1. (6) Given the product [C:1]([O:5][C:6](=[O:32])[NH:7][C:8]1([C:12]2[CH:13]=[CH:14][C:15]([C:18]3[C:23]([C:24]4[CH:25]=[CH:26][CH:27]=[CH:28][CH:29]=4)=[CH:22][C:21]([NH:30][CH:36]4[CH2:37][CH2:38][O:33][CH2:34][CH2:35]4)=[C:20]([OH:31])[N:19]=3)=[CH:16][CH:17]=2)[CH2:11][CH2:10][CH2:9]1)([CH3:4])([CH3:2])[CH3:3], predict the reactants needed to synthesize it. The reactants are: [C:1]([O:5][C:6](=[O:32])[NH:7][C:8]1([C:12]2[CH:17]=[CH:16][C:15]([C:18]3[C:23]([C:24]4[CH:29]=[CH:28][CH:27]=[CH:26][CH:25]=4)=[CH:22][C:21]([NH2:30])=[C:20]([OH:31])[N:19]=3)=[CH:14][CH:13]=2)[CH2:11][CH2:10][CH2:9]1)([CH3:4])([CH3:3])[CH3:2].[O:33]1[CH2:38][CH2:37][C:36](=O)[CH2:35][CH2:34]1.CC(O)=O.C(O[BH-](OC(=O)C)OC(=O)C)(=O)C.[Na+].C([O-])(O)=O.[Na+].